This data is from Full USPTO retrosynthesis dataset with 1.9M reactions from patents (1976-2016). The task is: Predict the reactants needed to synthesize the given product. (1) The reactants are: COC(=O)C(NC1C=C([Cl:16])C=C(Cl)C=1OCC1C=CC=CC=1)=CC([O-])=O.C[O:28][C:29]([C:31]1[CH:40]=[C:39]([C:41]2[CH:46]=[CH:45][N:44]=[C:43]([N:47]3[CH2:52][CH2:51][NH:50][CH2:49][CH2:48]3)[N:42]=2)[C:38]2[C:33](=[C:34]([O:53]CC3C=CC=CC=3)[CH:35]=[CH:36][CH:37]=2)[N:32]=1)=[O:30]. Given the product [ClH:16].[OH:53][C:34]1[CH:35]=[CH:36][CH:37]=[C:38]2[C:33]=1[N:32]=[C:31]([C:29]([OH:30])=[O:28])[CH:40]=[C:39]2[C:41]1[CH:46]=[CH:45][N:44]=[C:43]([N:47]2[CH2:48][CH2:49][NH:50][CH2:51][CH2:52]2)[N:42]=1, predict the reactants needed to synthesize it. (2) Given the product [BH3:1].[Br:27][C:26]1[CH:25]=[C:24]([CH3:28])[C:23]([CH3:29])=[CH:22][C:21]=1[P:8]([C:9]1[CH:10]=[CH:11][CH:12]=[CH:13][CH:14]=1)[C:2]1[CH:7]=[CH:6][CH:5]=[CH:4][CH:3]=1, predict the reactants needed to synthesize it. The reactants are: [BH3:1].[C:2]1([PH:8][C:9]2[CH:14]=[CH:13][CH:12]=[CH:11][CH:10]=2)[CH:7]=[CH:6][CH:5]=[CH:4][CH:3]=1.[Li]CCCC.Br[C:21]1[CH:22]=[C:23]([CH3:29])[C:24]([CH3:28])=[CH:25][C:26]=1[Br:27]. (3) The reactants are: [Cl:1][C:2]1[CH:3]=[C:4]2[C:8](=[CH:9][CH:10]=1)[N:7]([C:11]1[N:15]([CH3:16])[N:14]=[C:13]([CH3:17])[C:12]=1/[CH:18]=[CH:19]/[C:20]([OH:22])=O)[CH:6]=[CH:5]2.CC1C=CC=C([N+]([O-])=O)C=1C(OC(=O)C1C([N+]([O-])=O)=CC=CC=1C)=O.[S:48](=[O:56])(=[O:55])([O:50][CH2:51][CH2:52][CH2:53][CH3:54])[NH2:49].[Cl-].[NH4+]. Given the product [Cl:1][C:2]1[CH:3]=[C:4]2[C:8](=[CH:9][CH:10]=1)[N:7]([C:11]1[N:15]([CH3:16])[N:14]=[C:13]([CH3:17])[C:12]=1/[CH:18]=[CH:19]/[C:20]([NH:49][S:48](=[O:56])(=[O:55])[O:50][CH2:51][CH2:52][CH2:53][CH3:54])=[O:22])[CH:6]=[CH:5]2, predict the reactants needed to synthesize it. (4) The reactants are: Cl.[Cl:2][C:3]1[C:11]2[C:6](=[CH:7][CH:8]=[C:9]([C:12]3[O:16][N:15]=[C:14]([C:17]4[CH:26]=[CH:25][CH:24]=[C:23]5[C:18]=4[CH2:19][CH2:20][N:21]([CH2:27][C:28](O)=[O:29])[CH2:22]5)[N:13]=3)[CH:10]=2)[N:5]([CH:31]([CH3:33])[CH3:32])[CH:4]=1.[NH2:34][CH2:35][CH2:36][OH:37].F[P-](F)(F)(F)(F)F.N1(OC(N(C)C)=[N+](C)C)C2N=CC=CC=2N=N1.C(N(C(C)C)CC)(C)C. Given the product [Cl:2][C:3]1[C:11]2[C:6](=[CH:7][CH:8]=[C:9]([C:12]3[O:16][N:15]=[C:14]([C:17]4[CH:26]=[CH:25][CH:24]=[C:23]5[C:18]=4[CH2:19][CH2:20][N:21]([CH2:27][C:28]([NH:34][CH2:35][CH2:36][OH:37])=[O:29])[CH2:22]5)[N:13]=3)[CH:10]=2)[N:5]([CH:31]([CH3:32])[CH3:33])[CH:4]=1, predict the reactants needed to synthesize it. (5) Given the product [CH:1]1([N:6]2[CH2:7][CH2:8][N:9]([C:12]([C:14]3[CH:15]=[C:16]4[C:20](=[CH:21][CH:22]=3)[NH:19][C:18]([C:23]([N:53]3[CH2:54][CH2:55][CH2:56][CH:52]3[CH:49]([CH3:51])[CH3:50])=[O:24])=[CH:17]4)=[O:13])[CH2:10][CH2:11]2)[CH2:5][CH2:4][CH2:3][CH2:2]1, predict the reactants needed to synthesize it. The reactants are: [CH:1]1([N:6]2[CH2:11][CH2:10][N:9]([C:12]([C:14]3[CH:15]=[C:16]4[C:20](=[CH:21][CH:22]=3)[NH:19][C:18]([C:23](O)=[O:24])=[CH:17]4)=[O:13])[CH2:8][CH2:7]2)[CH2:5][CH2:4][CH2:3][CH2:2]1.Cl.F[B-](F)(F)F.N1(OC(N(C)C)=[N+](C)C)C2C=CC=CC=2N=N1.[CH:49]([CH:52]1[CH2:56][CH2:55][CH2:54][NH:53]1)([CH3:51])[CH3:50].C(N(CC)C(C)C)(C)C. (6) Given the product [NH2:1][C:2]1[C:7]([F:8])=[CH:6][C:5]([Br:9])=[CH:4][C:3]=1[CH:10]=[O:11], predict the reactants needed to synthesize it. The reactants are: [NH2:1][C:2]1[C:7]([F:8])=[CH:6][C:5]([Br:9])=[CH:4][C:3]=1[CH2:10][OH:11]. (7) Given the product [CH2:29]([O:28][C@@H:23]([CH2:22][C:19]1[CH:20]=[CH:21][C:16]([C:13]2[CH:12]=[C:11]([CH2:10][NH:9][CH3:8])[S:15][CH:14]=2)=[CH:17][CH:18]=1)[C:24]([O:26][CH3:27])=[O:25])[CH3:30], predict the reactants needed to synthesize it. The reactants are: C(OC([CH2:8][NH:9][CH2:10][C:11]1[S:15][CH:14]=[C:13]([C:16]2[CH:21]=[CH:20][C:19]([CH2:22][C@H:23]([O:28][CH2:29][CH3:30])[C:24]([O:26][CH3:27])=[O:25])=[CH:18][CH:17]=2)[CH:12]=1)=O)(C)(C)C.O. (8) Given the product [CH2:1]([O:4][C:5](=[O:41])[C@H:6]([CH2:7][C:8]1[CH:9]=[CH:10][C:11]([O:12][C:13](=[O:14])[NH:15][CH2:16][CH2:17][CH:18]([N:22]([C:24]([O:26][C:27]([CH3:28])([CH3:30])[CH3:29])=[O:25])[CH3:23])[C:19]([NH:64][C@@H:63]([CH2:62][S:61][C:42]([C:55]2[CH:60]=[CH:59][CH:58]=[CH:57][CH:56]=2)([C:43]2[CH:44]=[CH:45][CH:46]=[CH:47][CH:48]=2)[C:49]2[CH:54]=[CH:53][CH:52]=[CH:51][CH:50]=2)[C:65]([NH2:67])=[O:66])=[O:21])=[CH:31][CH:32]=1)[NH:33][C:34]([O:36][C:37]([CH3:40])([CH3:39])[CH3:38])=[O:35])[CH:2]=[CH2:3], predict the reactants needed to synthesize it. The reactants are: [CH2:1]([O:4][C:5](=[O:41])[C@@H:6]([NH:33][C:34]([O:36][C:37]([CH3:40])([CH3:39])[CH3:38])=[O:35])[CH2:7][C:8]1[CH:32]=[CH:31][C:11]([O:12][C:13]([NH:15][CH2:16][CH2:17][CH:18]([N:22]([C:24]([O:26][C:27]([CH3:30])([CH3:29])[CH3:28])=[O:25])[CH3:23])[C:19]([OH:21])=O)=[O:14])=[CH:10][CH:9]=1)[CH:2]=[CH2:3].[C:42]([S:61][CH2:62][C@@H:63]([C:65]([NH2:67])=[O:66])[NH2:64])([C:55]1[CH:60]=[CH:59][CH:58]=[CH:57][CH:56]=1)([C:49]1[CH:54]=[CH:53][CH:52]=[CH:51][CH:50]=1)[C:43]1[CH:48]=[CH:47][CH:46]=[CH:45][CH:44]=1.C(N(CC)C(C)C)(C)C.CN(C(ON1N=NC2C=CC=NC1=2)=[N+](C)C)C.F[P-](F)(F)(F)(F)F. (9) Given the product [Cl:30][C:20]1[CH:21]=[C:22]([C:24]2[N:28]([CH3:29])[N:27]=[CH:26][N:25]=2)[S:23][C:19]=1[C:14]1[N:8]2[N:9]=[C:41]([CH3:43])[CH:11]=[C:6]([CH:3]([CH2:4][CH3:5])[CH2:1][CH3:2])[C:7]2=[N:36][C:32]=1[CH3:31], predict the reactants needed to synthesize it. The reactants are: [CH2:1]([CH:3]([C:6]1[C:7]2[N:8]([CH:14]=C(C)C=2)[N:9]=C(OC)[CH:11]=1)[CH2:4][CH3:5])[CH3:2].Br[C:19]1[S:23][C:22]([C:24]2[N:28]([CH3:29])[N:27]=[CH:26][N:25]=2)=[CH:21][C:20]=1[Cl:30].[CH3:31][C:32]([O-])=O.[K+].[N:36]#N.CCO[C:41]([CH3:43])=O.